From a dataset of Catalyst prediction with 721,799 reactions and 888 catalyst types from USPTO. Predict which catalyst facilitates the given reaction. (1) Reactant: [C:1]([O:5][C:6]([NH:8][C@H:9]([CH2:13][CH:14]1[CH2:16][CH2:15]1)[C:10](O)=[O:11])=[O:7])([CH3:4])([CH3:3])[CH3:2].C(Cl)CCl.C1C=CC2N(O)N=[N:27]C=2C=1.N. Product: [C:1]([O:5][C:6](=[O:7])[NH:8][C@H:9]([CH2:13][CH:14]1[CH2:16][CH2:15]1)[C:10]([NH2:27])=[O:11])([CH3:4])([CH3:3])[CH3:2]. The catalyst class is: 303. (2) The catalyst class is: 575. Reactant: [Br:1][C:2]1[S:3][C:4]([C:7]([OH:9])=O)=[CH:5][N:6]=1.S(Cl)(Cl)=O.[CH3:14][O:15][C:16]1[CH:17]=[C:18]([CH:22]=[CH:23][CH:24]=1)[CH2:19][NH:20][CH3:21].C(N(CC)CC)C. Product: [Br:1][C:2]1[S:3][C:4]([C:7]([N:20]([CH2:19][C:18]2[CH:22]=[CH:23][CH:24]=[C:16]([O:15][CH3:14])[CH:17]=2)[CH3:21])=[O:9])=[CH:5][N:6]=1.